This data is from Full USPTO retrosynthesis dataset with 1.9M reactions from patents (1976-2016). The task is: Predict the reactants needed to synthesize the given product. (1) Given the product [NH2:30][CH:26]1[CH2:27][CH2:28][CH2:29][CH:24]([NH:31][C:9]([NH:8][C:4]2[CH:5]=[CH:6][CH:7]=[C:2]([F:1])[CH:3]=2)=[N:11][C:12]([C:14]2[CH:18]=[C:17]([CH3:19])[O:16][C:15]=2[C:20]([F:23])([F:22])[F:21])=[O:13])[CH2:25]1, predict the reactants needed to synthesize it. The reactants are: [F:1][C:2]1[CH:3]=[C:4]([NH:8][C:9]([NH:11][C:12]([C:14]2[CH:18]=[C:17]([CH3:19])[O:16][C:15]=2[C:20]([F:23])([F:22])[F:21])=[O:13])=S)[CH:5]=[CH:6][CH:7]=1.[CH:24]1([NH2:31])[CH2:29][CH2:28][CH2:27][CH:26]([NH2:30])[CH2:25]1.C(N(CC)CC)C. (2) Given the product [CH3:27][O:28][C:32]([C:2]1[CH:3]=[CH:4][C:5]2[C:6](=[O:16])[C:7]3[C:12]([O:13][C:14]=2[CH:15]=1)=[CH:11][CH:10]=[CH:9][CH:8]=3)=[O:33], predict the reactants needed to synthesize it. The reactants are: Br[C:2]1[CH:3]=[CH:4][C:5]2[C:6](=[O:16])[C:7]3[C:12]([O:13][C:14]=2[CH:15]=1)=[CH:11][CH:10]=[CH:9][CH:8]=3.C(N(CC)CC)C.C(Cl)Cl.[CH3:27][OH:28].CN([CH:32]=[O:33])C. (3) Given the product [CH3:13][O:12][CH2:11][S:8]([C:5]1[CH:6]=[CH:7][C:2]([C:25]2[CH:24]=[CH:23][C:22]([CH2:21][CH2:20][N:16]3[CH2:17][CH2:18][CH2:19][C@H:15]3[CH3:14])=[CH:27][CH:26]=2)=[CH:3][CH:4]=1)(=[O:10])=[O:9], predict the reactants needed to synthesize it. The reactants are: Br[C:2]1[CH:7]=[CH:6][C:5]([S:8]([CH2:11][O:12][CH3:13])(=[O:10])=[O:9])=[CH:4][CH:3]=1.[CH3:14][C@@H:15]1[CH2:19][CH2:18][CH2:17][N:16]1[CH2:20][CH2:21][C:22]1[CH:27]=[CH:26][C:25](B(O)O)=[CH:24][CH:23]=1.C1(P(C2CCCCC2)C2C=CC=CC=2C2C(C(C)C)=CC(C(C)C)=CC=2C(C)C)CCCCC1.P([O-])([O-])([O-])=O.[K+].[K+].[K+].